Dataset: Catalyst prediction with 721,799 reactions and 888 catalyst types from USPTO. Task: Predict which catalyst facilitates the given reaction. (1) Reactant: [Li+].[OH-].C[O:4][C:5](=[O:35])[CH2:6][O:7][C:8]1[CH:9]=[C:10]2[C:14](=[CH:15][CH:16]=1)[N:13]([CH2:17][CH2:18][C:19]1[S:23][C:22]([C:24]3[CH:29]=[CH:28][C:27]([C:30]([F:33])([F:32])[F:31])=[CH:26][CH:25]=3)=[N:21][C:20]=1[CH3:34])[CH2:12][CH2:11]2. Product: [CH3:34][C:20]1[N:21]=[C:22]([C:24]2[CH:25]=[CH:26][C:27]([C:30]([F:33])([F:31])[F:32])=[CH:28][CH:29]=2)[S:23][C:19]=1[CH2:18][CH2:17][N:13]1[C:14]2[C:10](=[CH:9][C:8]([O:7][CH2:6][C:5]([OH:35])=[O:4])=[CH:16][CH:15]=2)[CH2:11][CH2:12]1. The catalyst class is: 36. (2) Reactant: C(O)(C(F)(F)F)=O.[C:8]1([C@@H:14]2[NH:23][C:22]3[CH:24]=[CH:25][CH:26]=[CH:27][C:21]=3[C@H:20]3[C@@H:15]2[CH2:16][CH2:17][CH2:18][N:19]3C(OC(C)(C)C)=O)[CH:13]=[CH:12][CH:11]=[CH:10][CH:9]=1.[OH-].[Na+].[C:37]([O:41][C:42]([NH:44][C@@H:45]1[CH2:50][CH2:49][CH2:48][CH2:47][C@@H:46]1[C:51](O)=[O:52])=[O:43])([CH3:40])([CH3:39])[CH3:38].C(N(CC)CC)C.CCOC(OC(OCC)=O)=O. Product: [C:8]1([C@@H:14]2[NH:23][C:22]3[CH:24]=[CH:25][CH:26]=[CH:27][C:21]=3[C@H:20]3[C@@H:15]2[CH2:16][CH2:17][CH2:18][N:19]3[C:51]([C@H:46]2[CH2:47][CH2:48][CH2:49][CH2:50][C@H:45]2[NH:44][C:42](=[O:43])[O:41][C:37]([CH3:39])([CH3:38])[CH3:40])=[O:52])[CH:13]=[CH:12][CH:11]=[CH:10][CH:9]=1. The catalyst class is: 6. (3) Reactant: Br[CH2:2][CH2:3][CH2:4][OH:5].[NH:6]1[CH2:10][CH2:9][CH2:8][CH2:7]1. Product: [N:6]1([CH2:2][CH2:3][CH2:4][OH:5])[CH2:10][CH2:9][CH2:8][CH2:7]1. The catalyst class is: 11. (4) Reactant: [Br:1][C:2]1[N:7]=[C:6]([NH:8][C:9]2[CH:10]=[CH:11][C:12]([N:15]3[CH2:20][CH2:19][N:18](C(OC(C)(C)C)=O)[CH2:17][CH2:16]3)=[N:13][CH:14]=2)[C:5](=[O:28])[N:4]([CH3:29])[CH:3]=1.Cl.O1CCOCC1. Product: [Br:1][C:2]1[N:7]=[C:6]([NH:8][C:9]2[CH:14]=[N:13][C:12]([N:15]3[CH2:20][CH2:19][NH:18][CH2:17][CH2:16]3)=[CH:11][CH:10]=2)[C:5](=[O:28])[N:4]([CH3:29])[CH:3]=1. The catalyst class is: 4.